This data is from Reaction yield outcomes from USPTO patents with 853,638 reactions. The task is: Predict the reaction yield, written as a fraction of the theoretical maximum amount of product (1.0 means a 100% yield; for example, 0.34 means a 34% yield). The reactants are [CH:1]([C:3]1[CH:4]=[CH:5][C:6]([N:11]2[CH:15]=[N:14][C:13]([N+:16]([O-:18])=[O:17])=[N:12]2)=[C:7]([CH:10]=1)[C:8]#[N:9])=O.[C:19]([O-])([O-])=O.[K+].[K+]. The catalyst is O1CCOCC1.[Br-].C[P+](C1C=CC=CC=1)(C1C=CC=CC=1)C1C=CC=CC=1. The product is [N+:16]([C:13]1[N:14]=[CH:15][N:11]([C:6]2[CH:5]=[CH:4][C:3]([CH:1]=[CH2:19])=[CH:10][C:7]=2[C:8]#[N:9])[N:12]=1)([O-:18])=[O:17]. The yield is 0.700.